Dataset: Forward reaction prediction with 1.9M reactions from USPTO patents (1976-2016). Task: Predict the product of the given reaction. Given the reactants [C:1]([C:3]1[CH:8]=[CH:7][C:6]([N:9]2[CH:17]([CH:18]3[CH2:22][CH2:21][CH2:20][CH2:19]3)[CH:16]3[C:11]([C:12]4[CH:26]=[CH:25][C:24]([C:27]([OH:29])=[O:28])=[CH:23][C:13]=4[CH2:14][CH2:15]3)=[N:10]2)=[CH:5][C:4]=1[CH3:30])#[N:2].C(O)C.C(=O)=O, predict the reaction product. The product is: [C:1]([C:3]1[CH:8]=[CH:7][C:6]([N:9]2[C@H:17]([CH:18]3[CH2:19][CH2:20][CH2:21][CH2:22]3)[C@H:16]3[C:11]([C:12]4[CH:26]=[CH:25][C:24]([C:27]([OH:29])=[O:28])=[CH:23][C:13]=4[CH2:14][CH2:15]3)=[N:10]2)=[CH:5][C:4]=1[CH3:30])#[N:2].